This data is from Reaction yield outcomes from USPTO patents with 853,638 reactions. The task is: Predict the reaction yield, written as a fraction of the theoretical maximum amount of product (1.0 means a 100% yield; for example, 0.34 means a 34% yield). (1) The reactants are [N+:1]([C:4]1[CH:5]=[C:6]([CH:9]=[CH:10][CH:11]=1)[CH:7]=O)([O-:3])=[O:2].[CH3:12][C:13]1[CH:18]=[C:17]([CH3:19])[CH:16]=[C:15]([CH3:20])[C:14]=1[CH:21]1[CH2:26][C:25](=O)[CH2:24][C:23](=[O:28])[CH2:22]1.C([O-])(=O)C.[NH4+].[CH2:34]([O:36][C:37](=[O:47])[CH2:38][C:39](=O)[CH2:40][O:41][C:42]([CH3:45])([CH3:44])[CH3:43])[CH3:35].F[B-](F)(F)F.C([N+:57]1C=CN(C)C=1)CCC. No catalyst specified. The product is [CH2:34]([O:36][C:37]([C:38]1[CH:7]([C:6]2[CH:9]=[CH:10][CH:11]=[C:4]([N+:1]([O-:3])=[O:2])[CH:5]=2)[C:24]2[C:23](=[O:28])[CH2:22][CH:21]([C:14]3[C:15]([CH3:20])=[CH:16][C:17]([CH3:19])=[CH:18][C:13]=3[CH3:12])[CH2:26][C:25]=2[NH:57][C:39]=1[CH2:40][O:41][C:42]([CH3:45])([CH3:44])[CH3:43])=[O:47])[CH3:35]. The yield is 0.600. (2) The reactants are [NH:1]1[C:9]2[C:4](=[CH:5][CH:6]=[CH:7][CH:8]=2)[C:3]([CH2:10][CH:11]([NH:24][S:25]([C:28]2[CH:33]=[CH:32][C:31]([CH3:34])=[CH:30][CH:29]=2)(=[O:27])=[O:26])[CH2:12]OS(C2C=CC(C)=CC=2)(=O)=O)=[CH:2]1.[C-:35]#[N:36].[K+]. The catalyst is CO.C(OCC)(=O)C.[Cl-].[Na+].O. The product is [C:35]([CH2:12][CH:11]([NH:24][S:25]([C:28]1[CH:29]=[CH:30][C:31]([CH3:34])=[CH:32][CH:33]=1)(=[O:27])=[O:26])[CH2:10][C:3]1[C:4]2[C:9](=[CH:8][CH:7]=[CH:6][CH:5]=2)[NH:1][CH:2]=1)#[N:36]. The yield is 0.880. (3) The reactants are [NH2:1][C:2]1[C:3]([F:10])=[C:4]([OH:9])[CH:5]=[CH:6][C:7]=1[F:8].C([O-])([O-])=O.[Na+].[Na+].Br[CH2:18][C:19]([O:21][CH:22]([CH3:24])[CH3:23])=[O:20]. The catalyst is CN(C=O)C.O. The product is [NH2:1][C:2]1[C:3]([F:10])=[C:4]([CH:5]=[CH:6][C:7]=1[F:8])[O:9][CH2:18][C:19]([O:21][CH:22]([CH3:24])[CH3:23])=[O:20]. The yield is 0.710. (4) The reactants are [O:1]1[C:6]2[CH:7]=[CH:8][C:9]([CH2:11][C:12]3[N:13]=[C:14]([N:22]4[CH2:27][CH2:26][O:25][CH2:24][CH2:23]4)[S:15][C:16]=3[C:17]([O:19]CC)=[O:18])=[CH:10][C:5]=2[O:4][CH2:3][CH2:2]1.O1CCCC1.CO.[OH-].[Li+].Cl. The catalyst is O. The product is [O:1]1[C:6]2[CH:7]=[CH:8][C:9]([CH2:11][C:12]3[N:13]=[C:14]([N:22]4[CH2:23][CH2:24][O:25][CH2:26][CH2:27]4)[S:15][C:16]=3[C:17]([OH:19])=[O:18])=[CH:10][C:5]=2[O:4][CH2:3][CH2:2]1. The yield is 0.840. (5) The reactants are [CH3:1][C:2]1[C:7]([CH3:8])=[CH:6][CH:5]=[CH:4][C:3]=1[CH:9]([CH:11]1O[CH:14]=[N:13][CH:12]1S(C1C=CC(C)=CC=1)(=O)=O)[CH3:10].[NH3:26]. No catalyst specified. The product is [CH3:8][C:7]1[C:2]([CH3:1])=[C:3]([CH:9]([C:11]2[N:26]=[CH:14][NH:13][CH:12]=2)[CH3:10])[CH:4]=[CH:5][CH:6]=1. The yield is 0.890. (6) The reactants are [Cl-].[Al+3].[Cl-].[Cl-].[Cl:5][C:6]1[CH:14]=[CH:13][C:9]([C:10](Cl)=[O:11])=[CH:8][C:7]=1[S:15](=[O:18])(=[O:17])[NH2:16].[CH3:19][N:20]1[C:25](=[O:26])[CH2:24][CH2:23][C:22]2[C:27]3[CH:28]=[CH:29][CH:30]=[CH:31][C:32]=3[CH2:33][C:21]1=2. The catalyst is ClCCl. The product is [Cl:5][C:6]1[CH:14]=[CH:13][C:9]([C:10]([C:30]2[CH:29]=[CH:28][C:27]3[C:22]4[CH2:23][CH2:24][C:25](=[O:26])[N:20]([CH3:19])[C:21]=4[CH2:33][C:32]=3[CH:31]=2)=[O:11])=[CH:8][C:7]=1[S:15]([NH2:16])(=[O:18])=[O:17]. The yield is 0.530.